This data is from Forward reaction prediction with 1.9M reactions from USPTO patents (1976-2016). The task is: Predict the product of the given reaction. (1) Given the reactants [NH2:1][C:2]1[CH:3]=[C:4]([C:14]2[N:19]=[CH:18][C:17]([CH:20]=[C:21]3[S:25][C:24](=[O:26])[NH:23][C:22]3=[O:27])=[CH:16][CH:15]=2)[CH:5]=[C:6]([C:9]([CH3:13])([CH3:12])[CH2:10][CH3:11])[C:7]=1[OH:8].[C:28](OCC)(OCC)(OCC)[CH3:29], predict the reaction product. The product is: [CH3:13][C:9]([C:6]1[C:7]2[O:8][C:28]([CH3:29])=[N:1][C:2]=2[CH:3]=[C:4]([C:14]2[N:19]=[CH:18][C:17]([CH:20]=[C:21]3[S:25][C:24](=[O:26])[NH:23][C:22]3=[O:27])=[CH:16][CH:15]=2)[CH:5]=1)([CH3:12])[CH2:10][CH3:11]. (2) Given the reactants [Cl:1][C:2]1[N:10]=[CH:9][CH:8]=[CH:7][C:3]=1[C:4](Cl)=[O:5].C(N(CC)CC)C.[NH2:18][C:19]1[N:20]([C:24]2[CH:29]=[CH:28][C:27]([Cl:30])=[CH:26][C:25]=2[Cl:31])[N:21]=[CH:22][CH:23]=1, predict the reaction product. The product is: [Cl:1][C:2]1[N:10]=[CH:9][CH:8]=[CH:7][C:3]=1[C:4]([NH:18][C:19]1[N:20]([C:24]2[CH:29]=[CH:28][C:27]([Cl:30])=[CH:26][C:25]=2[Cl:31])[N:21]=[CH:22][CH:23]=1)=[O:5]. (3) Given the reactants [CH:1]1[CH:2]=[CH:3][C:4]2[NH:11][C:9](=[O:10])[CH:8]=[C:7]([CH2:12][CH:13]([NH:17][C:18]([C:20]3[CH:21]=[CH:22][C:23]([Cl:26])=[CH:24][CH:25]=3)=[O:19])[C:14]([OH:16])=[O:15])[C:5]=2[CH:6]=1.Br[CH2:28][CH2:29][N:30]1[CH2:35][CH2:34][N:33]([C:36]([O:38][C:39]([CH3:42])([CH3:41])[CH3:40])=[O:37])[CH2:32][CH2:31]1, predict the reaction product. The product is: [Cl:26][C:23]1[CH:24]=[CH:25][C:20]([C:18]([NH:17][CH:13]([CH2:12][C:7]2[C:5]3[C:4](=[CH:3][CH:2]=[CH:1][CH:6]=3)[NH:11][C:9](=[O:10])[CH:8]=2)[C:14]([O:16][CH2:28][CH2:29][N:30]2[CH2:35][CH2:34][N:33]([C:36]([O:38][C:39]([CH3:40])([CH3:42])[CH3:41])=[O:37])[CH2:32][CH2:31]2)=[O:15])=[O:19])=[CH:21][CH:22]=1.